Dataset: Forward reaction prediction with 1.9M reactions from USPTO patents (1976-2016). Task: Predict the product of the given reaction. (1) Given the reactants [CH:1]1([C:5]2[N:13]3[C:8]([C:9]([NH2:14])=[N:10][CH:11]=[N:12]3)=[C:7]([C:15]3[CH:24]=[C:23]4[C:18]([CH:19]=[CH:20][C:21]([C:25]5[CH:30]=[CH:29][CH:28]=[CH:27][CH:26]=5)=[N:22]4)=[CH:17][CH:16]=3)[N:6]=2)[CH2:4][CH2:3][CH2:2]1.[CH3:31]C1C2C(=CC(B3OC(C)(C)C(C)(C)C3)=CC=2)N=C(C2C=CC=CC=2)C=1.C(=O)([O-])[O-].[Cs+].[Cs+], predict the reaction product. The product is: [CH:1]1([C:5]2[N:13]3[C:8]([C:9]([NH2:14])=[N:10][CH:11]=[N:12]3)=[C:7]([C:15]3[CH:24]=[C:23]4[C:18]([C:19]([CH3:31])=[CH:20][C:21]([C:25]5[CH:30]=[CH:29][CH:28]=[CH:27][CH:26]=5)=[N:22]4)=[CH:17][CH:16]=3)[N:6]=2)[CH2:2][CH2:3][CH2:4]1. (2) Given the reactants [CH3:1][C:2]1[CH:7]=[CH:6][C:5]([C:8]2[N:9]=[C:10]([C:24]([OH:26])=[O:25])[C:11]([C:21](O)=[O:22])=[N:12][C:13]=2[C:14]2[CH:19]=[CH:18][C:17]([CH3:20])=[CH:16][CH:15]=2)=[CH:4][CH:3]=1.C(Cl)(=O)C, predict the reaction product. The product is: [CH3:20][C:17]1[CH:18]=[CH:19][C:14]([C:13]2[N:12]=[C:11]3[C:21](=[O:22])[O:25][C:24](=[O:26])[C:10]3=[N:9][C:8]=2[C:5]2[CH:4]=[CH:3][C:2]([CH3:1])=[CH:7][CH:6]=2)=[CH:15][CH:16]=1. (3) Given the reactants [Cl:1][C:2]1[CH:8]=[C:7](I)[C:5]([NH2:6])=[C:4]([F:10])[CH:3]=1.[F:11][C:12]1[CH:13]=[C:14]([CH:36]=[CH:37][CH:38]=1)[CH2:15][C:16]1[CH:35]=[CH:34][C:19]([C:20]([NH:22][CH2:23][CH2:24][C:25]#[C:26][Si:27]([CH2:32][CH3:33])([CH2:30][CH3:31])[CH2:28][CH3:29])=[O:21])=[CH:18][CH:17]=1.[Cl-].[Li+].C(=O)([O-])[O-].[Na+].[Na+], predict the reaction product. The product is: [Cl:1][C:2]1[CH:8]=[C:7]2[C:5](=[C:4]([F:10])[CH:3]=1)[NH:6][C:26]([Si:27]([CH2:32][CH3:33])([CH2:30][CH3:31])[CH2:28][CH3:29])=[C:25]2[CH2:24][CH2:23][NH:22][C:20](=[O:21])[C:19]1[CH:18]=[CH:17][C:16]([CH2:15][C:14]2[CH:36]=[CH:37][CH:38]=[C:12]([F:11])[CH:13]=2)=[CH:35][CH:34]=1. (4) Given the reactants C(N(CC)CC)C.[C:8](Cl)(=[O:12])[CH:9]([CH3:11])[CH3:10].[CH2:14]([O:16][C:17]#[C:18][CH2:19][CH2:20][CH2:21][CH2:22][CH2:23][CH3:24])[CH3:15], predict the reaction product. The product is: [CH2:14]([O:16][C:17]1[C:9]([CH3:11])([CH3:10])[C:8](=[O:12])[C:18]=1[CH2:19][CH2:20][CH2:21][CH2:22][CH2:23][CH3:24])[CH3:15].